Dataset: M1 muscarinic receptor antagonist screen with 61,756 compounds. Task: Binary Classification. Given a drug SMILES string, predict its activity (active/inactive) in a high-throughput screening assay against a specified biological target. (1) The molecule is S(c1n(CCCC(=O)NCCc2cc(OC)c(OC)cc2)c(=O)c2c(n1)cccc2)CC#N. The result is 0 (inactive). (2) The molecule is S(c1n(c(nn1)c1c(occ1)C)c1c(OCC)cccc1)CC(=O)NC(CC)C. The result is 0 (inactive). (3) The compound is o1c(C(=O)NCCCN(CCC)CCC)cc2c1nc1c(c2)ccc(OC)c1. The result is 1 (active). (4) The drug is OP(=O)(C(NC(=O)Cc1ccccc1)c1ccccc1)CO. The result is 0 (inactive). (5) The compound is S(c1ccc(cc1)C)Cc1onc(n1)c1ncccc1. The result is 0 (inactive). (6) The drug is Clc1cc2N(C(=O)C(Oc2cc1)CC)CC(O)=O. The result is 0 (inactive).